Dataset: NCI-60 drug combinations with 297,098 pairs across 59 cell lines. Task: Regression. Given two drug SMILES strings and cell line genomic features, predict the synergy score measuring deviation from expected non-interaction effect. (1) Drug 1: CC1C(C(CC(O1)OC2CC(OC(C2O)C)OC3=CC4=CC5=C(C(=O)C(C(C5)C(C(=O)C(C(C)O)O)OC)OC6CC(C(C(O6)C)O)OC7CC(C(C(O7)C)O)OC8CC(C(C(O8)C)O)(C)O)C(=C4C(=C3C)O)O)O)O. Drug 2: CC1CCC2CC(C(=CC=CC=CC(CC(C(=O)C(C(C(=CC(C(=O)CC(OC(=O)C3CCCCN3C(=O)C(=O)C1(O2)O)C(C)CC4CCC(C(C4)OC)O)C)C)O)OC)C)C)C)OC. Cell line: RXF 393. Synergy scores: CSS=19.5, Synergy_ZIP=-0.662, Synergy_Bliss=-2.74, Synergy_Loewe=-1.86, Synergy_HSA=-1.51. (2) Drug 1: CC1=C(C=C(C=C1)NC2=NC=CC(=N2)N(C)C3=CC4=NN(C(=C4C=C3)C)C)S(=O)(=O)N.Cl. Drug 2: C1=CC(=C2C(=C1NCCNCCO)C(=O)C3=C(C=CC(=C3C2=O)O)O)NCCNCCO. Cell line: SNB-19. Synergy scores: CSS=56.1, Synergy_ZIP=10.6, Synergy_Bliss=7.49, Synergy_Loewe=-29.1, Synergy_HSA=6.74. (3) Drug 1: CC12CCC(CC1=CCC3C2CCC4(C3CC=C4C5=CN=CC=C5)C)O. Drug 2: C1=NC2=C(N1)C(=S)N=C(N2)N. Cell line: HOP-92. Synergy scores: CSS=29.5, Synergy_ZIP=-3.61, Synergy_Bliss=1.83, Synergy_Loewe=2.57, Synergy_HSA=2.22. (4) Drug 1: C1C(C(OC1N2C=C(C(=O)NC2=O)F)CO)O. Drug 2: COCCOC1=C(C=C2C(=C1)C(=NC=N2)NC3=CC=CC(=C3)C#C)OCCOC.Cl. Cell line: K-562. Synergy scores: CSS=21.3, Synergy_ZIP=-5.10, Synergy_Bliss=-4.58, Synergy_Loewe=-33.5, Synergy_HSA=-3.82.